Predict the product of the given reaction. From a dataset of Forward reaction prediction with 1.9M reactions from USPTO patents (1976-2016). (1) Given the reactants [CH2:1]1[C:9]2[C:4](=[CH:5][C:6]([NH2:10])=[CH:7][CH:8]=2)[CH2:3][CH2:2]1.C(OC([NH:18][CH2:19][CH2:20][CH2:21][CH2:22][C@H:23]([NH:27][C:28]([O:30][CH2:31][CH:32]1[C:44]2[CH:43]=[CH:42][CH:41]=[CH:40][C:39]=2[C:38]2[C:33]1=[CH:34][CH:35]=[CH:36][CH:37]=2)=[O:29])[C:24](O)=[O:25])=O)(C)(C)C, predict the reaction product. The product is: [CH:34]1[C:33]2[CH:32]([CH2:31][O:30][C:28](=[O:29])[NH:27][C@H:23]([C:24](=[O:25])[NH:10][C:6]3[CH:5]=[C:4]4[C:9](=[CH:8][CH:7]=3)[CH2:1][CH2:2][CH2:3]4)[CH2:22][CH2:21][CH2:20][CH2:19][NH2:18])[C:44]3[C:39](=[CH:40][CH:41]=[CH:42][CH:43]=3)[C:38]=2[CH:37]=[CH:36][CH:35]=1. (2) Given the reactants [CH2:1]([O:3][C:4]1[C:9]2[CH:10]([NH:13][C:14]3[CH:23]=[CH:22][C:21]4[C:16](=[CH:17][CH:18]=[C:19]([NH2:24])[CH:20]=4)[N:15]=3)[CH2:11][O:12][C:8]=2[CH:7]=[CH:6][CH:5]=1)[CH3:2].[CH3:25][N:26]1[CH2:31][CH2:30][N:29]([CH2:32][C:33](O)=[O:34])[CH2:28][CH2:27]1, predict the reaction product. The product is: [CH2:1]([O:3][C:4]1[C:9]2[CH:10]([NH:13][C:14]3[CH:23]=[CH:22][C:21]4[C:16](=[CH:17][CH:18]=[C:19]([NH:24][C:33](=[O:34])[CH2:32][N:29]5[CH2:30][CH2:31][N:26]([CH3:25])[CH2:27][CH2:28]5)[CH:20]=4)[N:15]=3)[CH2:11][O:12][C:8]=2[CH:7]=[CH:6][CH:5]=1)[CH3:2]. (3) Given the reactants C1(CCN2C3C(=CC=CC=3)C(O)(C3C(O)=CC4OCOC=4C=3)C2=O)CC1.[CH3:27][O:28][C:29](=[O:50])[CH2:30][N:31]1[C:39]2[C:34](=[CH:35][CH:36]=[CH:37][CH:38]=2)[C:33]([C:41]2[CH:46]=[CH:45][C:44]([Cl:47])=[CH:43][C:42]=2[OH:48])(O)[C:32]1=[O:49], predict the reaction product. The product is: [CH3:27][O:28][C:29](=[O:50])[CH2:30][N:31]1[C:39]2[C:34](=[CH:35][CH:36]=[CH:37][CH:38]=2)[CH:33]([C:41]2[CH:46]=[CH:45][C:44]([Cl:47])=[CH:43][C:42]=2[OH:48])[C:32]1=[O:49]. (4) Given the reactants [F:1][C:2]1[CH:3]=[C:4]([C:10]2[C:18]3[C:13](=[N:14][CH:15]=[N:16][C:17]=3[NH2:19])[NH:12][N:11]=2)[CH:5]=[C:6]([O:8][CH3:9])[CH:7]=1.C(=O)([O-])[O-].[K+].[K+].[CH2:26]([NH:33][CH2:34][CH2:35]Cl)[C:27]1[CH:32]=[CH:31][CH:30]=[CH:29][CH:28]=1.O, predict the reaction product. The product is: [CH2:26]([NH:33][CH2:34][CH2:35][N:12]1[C:13]2=[N:14][CH:15]=[N:16][C:17]([NH2:19])=[C:18]2[C:10]([C:4]2[CH:5]=[C:6]([O:8][CH3:9])[CH:7]=[C:2]([F:1])[CH:3]=2)=[N:11]1)[C:27]1[CH:32]=[CH:31][CH:30]=[CH:29][CH:28]=1.